From a dataset of Catalyst prediction with 721,799 reactions and 888 catalyst types from USPTO. Predict which catalyst facilitates the given reaction. (1) Reactant: [OH:1][C:2]1[CH:7]=[CH:6][C:5]([N+:8]([O-:10])=[O:9])=[CH:4][N:3]=1.[Br:11]Br. Product: [Br:11][C:7]1[C:2]([OH:1])=[N:3][CH:4]=[C:5]([N+:8]([O-:10])=[O:9])[CH:6]=1. The catalyst class is: 6. (2) Reactant: [C:9](O[C:9]([O:11][C:12]([CH3:15])([CH3:14])[CH3:13])=[O:10])([O:11][C:12]([CH3:15])([CH3:14])[CH3:13])=[O:10].[OH:16][CH:17]1[CH2:21][O:20][NH:19][CH2:18]1.C(N(CC)CC)C. Product: [C:12]([O:11][C:9]([N:19]1[CH2:18][CH:17]([OH:16])[CH2:21][O:20]1)=[O:10])([CH3:13])([CH3:14])[CH3:15]. The catalyst class is: 7. (3) Reactant: [ClH:1].C([N:5]1[CH2:14][CH2:13][C:12]2[C:7](=[CH:8][C:9]([C:15](=[O:31])[CH2:16][CH2:17][CH2:18][CH2:19][N:20]([CH2:22][CH2:23][C:24]3[CH:29]=[CH:28][CH:27]=[CH:26][C:25]=3[Cl:30])[CH3:21])=[CH:10][CH:11]=2)[CH2:6]1)(=O)C. Product: [ClH:30].[ClH:1].[Cl:30][C:25]1[CH:26]=[CH:27][CH:28]=[CH:29][C:24]=1[CH2:23][CH2:22][N:20]([CH3:21])[CH2:19][CH2:18][CH2:17][CH2:16][C:15]([C:9]1[CH:8]=[C:7]2[C:12]([CH2:13][CH2:14][NH:5][CH2:6]2)=[CH:11][CH:10]=1)=[O:31]. The catalyst class is: 33. (4) Reactant: Br[CH2:2][C:3]1[N:7]([CH3:8])[N:6]([C:9]2[CH:14]=[CH:13][C:12]([O:15][C:16]([F:19])([F:18])[F:17])=[CH:11][CH:10]=2)[C:5](=[O:20])[C:4]=1[Cl:21].C(OC([N:29]1[CH2:34][CH:33]=[C:32]([C:35]2[CH:40]=[C:39]([Cl:41])[CH:38]=[CH:37][C:36]=2[CH3:42])[CH2:31][CH2:30]1)=O)(C)(C)C.C(=O)([O-])[O-].[K+].[K+]. Product: [Cl:21][C:4]1[C:5](=[O:20])[N:6]([C:9]2[CH:14]=[CH:13][C:12]([O:15][C:16]([F:19])([F:18])[F:17])=[CH:11][CH:10]=2)[N:7]([CH3:8])[C:3]=1[CH2:2][N:29]1[CH2:30][CH:31]=[C:32]([C:35]2[CH:40]=[C:39]([Cl:41])[CH:38]=[CH:37][C:36]=2[CH3:42])[CH2:33][CH2:34]1. The catalyst class is: 10. (5) Reactant: [Cl:1][C:2]1[CH:9]=[CH:8][C:5]([CH:6]=O)=[C:4](F)[CH:3]=1.O.[NH2:12][NH2:13]. Product: [Cl:1][C:2]1[CH:3]=[C:4]2[C:5]([CH:6]=[N:12][NH:13]2)=[CH:8][CH:9]=1. The catalyst class is: 44. (6) Reactant: [NH2:1][C:2]1[CH:7]=[CH:6][CH:5]=[CH:4][N:3]=1.Br[CH2:9][C:10](=O)[C:11]([O:13][CH2:14][CH3:15])=[O:12]. Product: [N:1]1[C:10]([C:11]([O:13][CH2:14][CH3:15])=[O:12])=[CH:9][N:3]2[CH:4]=[CH:5][CH:6]=[CH:7][C:2]=12. The catalyst class is: 1.